This data is from Experimentally validated miRNA-target interactions with 360,000+ pairs, plus equal number of negative samples. The task is: Binary Classification. Given a miRNA mature sequence and a target amino acid sequence, predict their likelihood of interaction. (1) The miRNA is hsa-miR-205-5p with sequence UCCUUCAUUCCACCGGAGUCUG. The protein sequence of the target gene is MGAERRLLSIKEAFRLAQQPHQNQAKLVVALSRTYRTMDDKTVFHEEFIHYLKYVMVVYKREPAVERVIEFAAKFVTSFHQSDMEDDEEEEDGGLLNYLFTFLLKSHEANSNAVRFRVCLLINKLLGSMPENAQIDDDVFDKINKAMLIRLKDKIPNVRIQAVLALSRLQDPKDDECPVVNAYATLIENDSNPEVRRAVLSCIAPSAKTLPKIVGRTKDVKEAVRKLAYQVLAEKVHMRAMSIAQRVMLLQQGLNDRSDAVKQAMQKHLLQGWLRFSEGNILELLHRLDVENSSEVAVSV.... Result: 1 (interaction). (2) The miRNA is hsa-miR-378c with sequence ACUGGACUUGGAGUCAGAAGAGUGG. The protein sequence of the target gene is MASITQLFDDLCEALLPAAKTHLGQRSVNRKRAKRSLKKVAYNALFTNLFQDETQQLQPDMSKLPARNKILMLSFDLRVGGLGPKADRLEELVEELEAAPCCPLLEVGSVLDLLVQLAGSGPPQVLPRKRDYFLNNKHVGRNVPYSGYDCDDLSVFEMDVQSLISREECLCHSMIQETLQVMEAAPGTGLPTVGLFSFGDPCGDRFERDTRVSLFGALVHSRTYDMDVRLGLPPVPDNADLSGLAIKVPPSVDQWEDEGFQSASNLTPDSQSEPSVTPDVDLWEAALTYEASKRRCWERV.... Result: 0 (no interaction). (3) The miRNA is hsa-miR-548h-5p with sequence AAAAGUAAUCGCGGUUUUUGUC. The protein sequence of the target gene is MASALWTVLPSRMSLRSLKWSLLLLSLLSFFVMWYLSLPHYNVIERVNWMYFYEYEPIYRQDFHFTLREHSNCSHQNPFLVILVTSHPSDVKARQAIRVTWGEKKSWWGYEVLTFFLLGQEAEKEDKMLALSLEDEHLLYGDIIRQDFLDTYNNLTLKTIMAFRWVTEFCPNAKYVMKTDTDVFINTGNLVKYLLNLNHSEKFFTGYPLIDNYSYRGFYQKTHISYQEYPFKVFPPYCSGLGYIMSRDLVPRIYEMMGHVKPIKFEDVYVGICLNLLKVNIHIPEDTNLFFLYRIHLDVC.... Result: 0 (no interaction). (4) The miRNA is mmu-miR-1197-3p with sequence UAGGACACAUGGUCUACUUCU. The protein sequence of the target gene is MAELDLMAPGPLPRATAQPPAPLSPDSGSPSPDSGSASPVEEEDVGSSEKLGRETEEQDSDSAEQGDPAGEGKEVLCDFCLDDTRRVKAVKSCLTCMVNYCEEHLQPHQVNIKLQSHLLTEPVKDHNWRYCPAHHSPLSAFCCPDQQCICQDCCQEHSGHTIVSLDAARRDKEAELQCTQLDLERKLKLNENAISRLQANQKSVLVSVSEVKAVAEMQFGELLAAVRKAQANVMLFLEEKEQAALSQANGIKAHLEYRSAEMEKSKQELERMAAISNTVQFLEEYCKFKNTEDITFPSVY.... Result: 0 (no interaction). (5) The miRNA is hsa-miR-520d-3p with sequence AAAGUGCUUCUCUUUGGUGGGU. The protein sequence of the target gene is MASILRSPQALQLTLALIKPDAVAHPLILEAVHQQILSNKFLIVRMRELLWRKEDCQRFYREHEGRFFYQRLVEFMASGPIRAYILAHKDAIQLWRTLMGPTRVFRARHVAPDSIRGSFGLTDTRNTTHGSDSVVSASREIAAFFPDFSEQRWYEEEEPQLRCGPVCYSPEGGVHYVAGTGGLGPA. Result: 1 (interaction). (6) The miRNA is mmu-miR-3062-5p with sequence GGAGAAUGUAGUGUUACCGUGA. The protein sequence of the target gene is MEKPRSIEETPSSEPMEEEEDDDLELFGGYDSFRSYNSSVGSESSSYLEESSEAENEDREAGELPTSPLHLLSPGTPRSLDGSGSEPAVCEMCGIVGTREAFFSKTKRFCSVSCSRSYSSNSKKASILARLQGKPPTKKAKVLHKAAWSAKIGAFLHSQGTGQLADGTPTGQDALVLGFDWGKFLKDHSYKAAPVSCFKHVPLYDQWEDVMKGMKVEVLNSDAVLPSRVYWIASVIQTAGYRVLLRYEGFENDASHDFWCNLGTVDVHPIGWCAINSKILVPPRTIHAKFTDWKGYLMKR.... Result: 0 (no interaction). (7) The miRNA is mmu-miR-551b-3p with sequence GCGACCCAUACUUGGUUUCAG. The protein sequence of the target gene is MALEMRLPKARKPLSESLGRDSKKHLVVPGDTITTDTGFMRGHGTYMGEEKLIASVAGSVERVNKLICVKALKTRYNGEVGDIVVGRITEVQQKRWKVETNSRLDSVLLLSSMNLPGGELRRRSAEDELAMRGFLQEGDLISAEVQAVFSDGAVSLHTRSLKYGKLGQGVLVQVSPSLVKRQKTHFHDLPCGASVILGNNGFIWIYPTPEHKDEDAGGFIANLEPVALSDREVISRLRNCVVLLVTQRMMLFDTSILYCYEASLAHQIKDILKPEVMEEIMLETRQRLLDQEG. Result: 0 (no interaction).